Dataset: Forward reaction prediction with 1.9M reactions from USPTO patents (1976-2016). Task: Predict the product of the given reaction. (1) Given the reactants C[O:2][C:3]([C@H:5]1[CH2:10][CH2:9][C@H:8]([O:11][C:12]2[CH:17]=[CH:16][C:15]([F:18])=[CH:14][N:13]=2)[CH2:7][CH2:6]1)=O.O.[NH2:20][NH2:21], predict the reaction product. The product is: [F:18][C:15]1[CH:16]=[CH:17][C:12]([O:11][C@H:8]2[CH2:9][CH2:10][C@H:5]([C:3]([NH:20][NH2:21])=[O:2])[CH2:6][CH2:7]2)=[N:13][CH:14]=1. (2) Given the reactants [C:1]([N:5]1[C:9]([CH2:10][CH2:11][CH:12]=O)=[CH:8][C:7]([CH2:14][CH2:15][CH3:16])=[N:6]1)([CH3:4])([CH3:3])[CH3:2].[CH3:17][C:18]1[CH:23]=[C:22]([CH3:24])[CH:21]=[CH:20][C:19]=1[N:25]1[CH2:30][CH2:29][NH:28][CH2:27][CH2:26]1.CCN(C(C)C)C(C)C.[BH-](OC(C)=O)(OC(C)=O)OC(C)=O.[Na+], predict the reaction product. The product is: [C:1]([N:5]1[C:9]([CH2:10][CH2:11][CH2:12][N:28]2[CH2:29][CH2:30][N:25]([C:19]3[CH:20]=[CH:21][C:22]([CH3:24])=[CH:23][C:18]=3[CH3:17])[CH2:26][CH2:27]2)=[CH:8][C:7]([CH2:14][CH2:15][CH3:16])=[N:6]1)([CH3:4])([CH3:3])[CH3:2]. (3) Given the reactants Cl[C:2]1[N:7]=[C:6]([Cl:8])[N:5]=[CH:4][N:3]=1.C(N(CC)C(C)C)(C)C.[NH2:18][C:19]1[CH:24]=[CH:23][C:22]([N:25]2[CH2:30][CH2:29][N:28]([C:31]([O:33][C:34]([CH3:37])([CH3:36])[CH3:35])=[O:32])[CH2:27][CH2:26]2)=[C:21]([F:38])[CH:20]=1, predict the reaction product. The product is: [Cl:8][C:6]1[N:5]=[CH:4][N:3]=[C:2]([NH:18][C:19]2[CH:24]=[CH:23][C:22]([N:25]3[CH2:30][CH2:29][N:28]([C:31]([O:33][C:34]([CH3:36])([CH3:35])[CH3:37])=[O:32])[CH2:27][CH2:26]3)=[C:21]([F:38])[CH:20]=2)[N:7]=1. (4) Given the reactants [CH:1]([Si:4]([CH:24]([CH3:26])[CH3:25])([CH:21]([CH3:23])[CH3:22])[O:5][C:6]1[CH2:11][CH2:10][CH:9]([C:12]2[CH:17]=[C:16]([F:18])[C:15]([F:19])=[CH:14][C:13]=2[F:20])[CH2:8][CH:7]=1)([CH3:3])[CH3:2].I(C1C=CC=CC=1)=O.[N:35]([Si](C)(C)C)=[N+:36]=[N-:37], predict the reaction product. The product is: [N:35]([CH:8]1[CH:9]([C:12]2[CH:17]=[C:16]([F:18])[C:15]([F:19])=[CH:14][C:13]=2[F:20])[CH2:10][CH2:11][C:6]([O:5][Si:4]([CH:1]([CH3:3])[CH3:2])([CH:21]([CH3:23])[CH3:22])[CH:24]([CH3:26])[CH3:25])=[CH:7]1)=[N+:36]=[N-:37]. (5) Given the reactants Cl[C:2]1[CH:7]=[C:6]([C:8]2[CH:13]=[CH:12][C:11]([S:14][C:15]3[CH:20]=[CH:19][CH:18]=[CH:17][C:16]=3[O:21][CH3:22])=[C:10]([C:23]([F:26])([F:25])[F:24])[CH:9]=2)[CH:5]=[CH:4][N:3]=1.OC1CCNC1.[NH:33]1[CH2:40][CH2:39][CH2:38][C@@H:34]1[C:35]([OH:37])=[O:36], predict the reaction product. The product is: [CH3:22][O:21][C:16]1[CH:17]=[CH:18][CH:19]=[CH:20][C:15]=1[S:14][C:11]1[CH:12]=[CH:13][C:8]([C:6]2[CH:5]=[CH:4][N:3]=[C:2]([N:33]3[CH2:40][CH2:39][CH2:38][CH:34]3[C:35]([OH:37])=[O:36])[CH:7]=2)=[CH:9][C:10]=1[C:23]([F:26])([F:25])[F:24]. (6) Given the reactants [CH2:1]([O:3][C:4](=[O:32])[CH:5]([C:10]1[CH:11]=[C:12]([C:22]2[CH:27]=[CH:26][C:25]([C:28]([F:31])([F:30])[F:29])=[CH:24][CH:23]=2)[CH:13]=[C:14]([CH:16]2[CH2:21][CH2:20][NH:19][CH2:18][CH2:17]2)[CH:15]=1)[CH2:6][CH:7]([CH3:9])[CH3:8])[CH3:2].[F:33][C:34]1[CH:35]=[C:36]([CH:39]=[C:40]([C:42]([F:45])([F:44])[F:43])[CH:41]=1)[CH:37]=O.C(O[BH-](OC(=O)C)OC(=O)C)(=O)C.[Na+], predict the reaction product. The product is: [CH2:1]([O:3][C:4](=[O:32])[CH:5]([C:10]1[CH:11]=[C:12]([C:22]2[CH:27]=[CH:26][C:25]([C:28]([F:29])([F:30])[F:31])=[CH:24][CH:23]=2)[CH:13]=[C:14]([CH:16]2[CH2:17][CH2:18][N:19]([CH2:37][C:36]3[CH:39]=[C:40]([C:42]([F:43])([F:44])[F:45])[CH:41]=[C:34]([F:33])[CH:35]=3)[CH2:20][CH2:21]2)[CH:15]=1)[CH2:6][CH:7]([CH3:9])[CH3:8])[CH3:2]. (7) Given the reactants ClC(OC(Cl)=O)C.[S:8]1[CH:12]=[CH:11][C:10]2[C:13]([O:17][CH:18]([CH2:30][CH:31]([CH3:33])[CH3:32])[CH2:19][CH2:20][N:21](CC3C=CC=CC=3)[CH3:22])=[CH:14][CH:15]=[CH:16][C:9]1=2.ClCCCl.N, predict the reaction product. The product is: [S:8]1[CH:12]=[CH:11][C:10]2[C:13]([O:17][CH:18]([CH2:30][CH:31]([CH3:33])[CH3:32])[CH2:19][CH2:20][NH:21][CH3:22])=[CH:14][CH:15]=[CH:16][C:9]1=2. (8) Given the reactants [F:1][C:2]1[C:3]([C:9]([N:11]([CH3:13])[CH3:12])=[O:10])=[N:4][CH:5]=[C:6]([F:8])[CH:7]=1.Cl.N1CC[CH2:16]1, predict the reaction product. The product is: [N:11]1([C:9]([C:3]2[C:2]([F:1])=[CH:7][C:6]([F:8])=[CH:5][N:4]=2)=[O:10])[CH2:13][CH2:16][CH2:12]1. (9) The product is: [Cl:1][C:2]1[CH:3]=[CH:4][C:5]([CH2:6][C:7]23[O:19][C:8]2([CH:14]=[O:15])[C:9]([CH3:13])([CH3:12])[CH2:10][CH2:11]3)=[CH:16][CH:17]=1. Given the reactants [Cl:1][C:2]1[CH:17]=[CH:16][C:5]([CH2:6][C:7]2[CH2:11][CH2:10][C:9]([CH3:13])([CH3:12])[C:8]=2[CH:14]=[O:15])=[CH:4][CH:3]=1.C[O-:19].[Na+].OO.C1(C)C=CC=CC=1, predict the reaction product.